This data is from Reaction yield outcomes from USPTO patents with 853,638 reactions. The task is: Predict the reaction yield, written as a fraction of the theoretical maximum amount of product (1.0 means a 100% yield; for example, 0.34 means a 34% yield). (1) The reactants are [F:1][C:2]1[CH:7]=[CH:6][CH:5]=[CH:4][C:3]=1[N:8]1[C:13]2[CH:14]=[CH:15][CH:16]=[CH:17][C:12]=2[CH2:11][NH:10][S:9]1(=[O:19])=[O:18].C1(P(C2C=CC=CC=2)C2C=CC=CC=2)C=CC=CC=1.[Br:39][CH:40](O)[CH3:41].N(C(OC(C)C)=O)=NC(OC(C)C)=O. The catalyst is O1CCCC1. The product is [Br:39][CH2:40][CH2:41][N:10]1[CH2:11][C:12]2[CH:17]=[CH:16][CH:15]=[CH:14][C:13]=2[N:8]([C:3]2[CH:4]=[CH:5][CH:6]=[CH:7][C:2]=2[F:1])[S:9]1(=[O:19])=[O:18]. The yield is 0.630. (2) The reactants are Br[C:2]1[CH:3]=[CH:4][C:5](O)=[C:6]([C:8]2[CH:17]=[CH:16][C:15]3[C:10](=[CH:11][CH:12]=[C:13]([C:18]4[N:22]([CH:23]5[CH2:28][CH2:27][CH2:26][CH2:25][CH2:24]5)[C:21]5[CH:29]=[CH:30][C:31]([C:33]([OH:35])=[O:34])=[CH:32][C:20]=5[N:19]=4)[CH:14]=3)[N:9]=2)[CH:7]=1.[C:37]1([C:37]2[CH:42]=[CH:41][CH:40]=[CH:39][CH:38]=2)[CH:42]=[CH:41][C:40](C(=O)C)=[CH:39][CH:38]=1.[OH-].[K+]. The catalyst is C(O)C. The product is [C:3]1([C:37]2[CH:42]=[CH:41][CH:40]=[CH:39][CH:38]=2)[CH:4]=[CH:5][C:6]([C:8]2[CH:17]=[CH:16][C:15]3[C:10](=[CH:11][CH:12]=[C:13]([C:18]4[N:22]([CH:23]5[CH2:28][CH2:27][CH2:26][CH2:25][CH2:24]5)[C:21]5[CH:29]=[CH:30][C:31]([C:33]([OH:35])=[O:34])=[CH:32][C:20]=5[N:19]=4)[CH:14]=3)[N:9]=2)=[CH:7][CH:2]=1. The yield is 0.100. (3) The reactants are [C:1]1([CH:7](Br)[C:8]2[CH:13]=[CH:12][CH:11]=[CH:10][CH:9]=2)[CH:6]=[CH:5][CH:4]=[CH:3][CH:2]=1.[N:15]1[CH:20]=[CH:19][CH:18]=[CH:17][C:16]=1[NH:21][CH2:22][CH2:23]O.CN1C=CN=C1.[O:31]1CCCC1. No catalyst specified. The product is [N:15]1[CH:20]=[CH:19][CH:18]=[CH:17][C:16]=1[N:21]([CH:22]([OH:31])[CH3:23])[CH:7]([C:8]1[CH:13]=[CH:12][CH:11]=[CH:10][CH:9]=1)[C:1]1[CH:6]=[CH:5][CH:4]=[CH:3][CH:2]=1. The yield is 0.620. (4) The reactants are Cl.[Cl:2][C:3]1[CH:8]=[C:7]([C:9]2[CH:14]=[CH:13][CH:12]=[C:11]([Cl:15])[CH:10]=2)[N:6]=[C:5]2[CH2:16][CH2:17][CH2:18][C:4]=12.[NH2:19][C:20]1[CH:25]=[CH:24][C:23]([CH2:26][CH2:27][C:28]([NH2:30])=[O:29])=[CH:22][CH:21]=1. The catalyst is CN1C(=O)CCC1. The product is [ClH:2].[Cl:15][C:11]1[CH:10]=[C:9]([C:7]2[N:6]=[C:5]3[CH2:16][CH2:17][CH2:18][C:4]3=[C:3]([NH:19][C:20]3[CH:21]=[CH:22][C:23]([CH2:26][CH2:27][C:28]([NH2:30])=[O:29])=[CH:24][CH:25]=3)[CH:8]=2)[CH:14]=[CH:13][CH:12]=1. The yield is 0.540.